Dataset: Catalyst prediction with 721,799 reactions and 888 catalyst types from USPTO. Task: Predict which catalyst facilitates the given reaction. (1) Reactant: [C:1]([C:5]1[N:9]([CH2:10][CH:11]2[CH2:16][CH2:15][O:14][CH2:13][CH2:12]2)[C:8]2[CH:17]=[CH:18][C:19]([S:21](Cl)(=[O:23])=[O:22])=[CH:20][C:7]=2[N:6]=1)([CH3:4])([CH3:3])[CH3:2].Cl.[CH3:26][O:27][C:28]([CH:30]1[CH2:34][CH2:33][NH:32][CH2:31]1)=[O:29].CCN(C(C)C)C(C)C. Product: [C:1]([C:5]1[N:9]([CH2:10][CH:11]2[CH2:16][CH2:15][O:14][CH2:13][CH2:12]2)[C:8]2[CH:17]=[CH:18][C:19]([S:21]([N:32]3[CH2:33][CH2:34][CH:30]([C:28]([O:27][CH3:26])=[O:29])[CH2:31]3)(=[O:23])=[O:22])=[CH:20][C:7]=2[N:6]=1)([CH3:4])([CH3:3])[CH3:2]. The catalyst class is: 26. (2) Reactant: [OH:1][C@H:2]1[C@@H:7]2[CH2:8][CH2:9][C@@H:4]([C@@H:5]([CH2:17][O:18][CH2:19][O:20][CH3:21])[N:6]2[C:10]([O:12][C:13]([CH3:16])([CH3:15])[CH3:14])=[O:11])[CH2:3]1.[H-].[Na+].Cl[C:25]1[CH:30]=[CH:29][C:28]([C:31]([F:34])([F:33])[F:32])=[CH:27][N:26]=1. Product: [CH3:21][O:20][CH2:19][O:18][CH2:17][C@@H:5]1[C@@H:4]2[CH2:9][CH2:8][C@@H:7]([C@H:2]([O:1][C:25]3[CH:30]=[CH:29][C:28]([C:31]([F:34])([F:33])[F:32])=[CH:27][N:26]=3)[CH2:3]2)[N:6]1[C:10]([O:12][C:13]([CH3:16])([CH3:15])[CH3:14])=[O:11]. The catalyst class is: 3.